From a dataset of Full USPTO retrosynthesis dataset with 1.9M reactions from patents (1976-2016). Predict the reactants needed to synthesize the given product. (1) The reactants are: CN(C(ON1N=NC2C=CC=NC1=2)=[N+](C)C)C.F[P-](F)(F)(F)(F)F.[CH3:25][C@H:26]([O:29][C:30]1[CH:31]=[C:32]([CH:36]=[C:37]([O:39][CH2:40][C:41]2[CH:46]=[CH:45][CH:44]=[CH:43][CH:42]=2)[CH:38]=1)[C:33]([OH:35])=O)[CH2:27][CH3:28].[NH2:47][C:48]1[CH:52]=[CH:51][N:50]([CH3:53])[N:49]=1.CCN(C(C)C)C(C)C. Given the product [CH3:25][C@H:26]([O:29][C:30]1[CH:31]=[C:32]([CH:36]=[C:37]([O:39][CH2:40][C:41]2[CH:46]=[CH:45][CH:44]=[CH:43][CH:42]=2)[CH:38]=1)[C:33]([NH:47][C:48]1[CH:52]=[CH:51][N:50]([CH3:53])[N:49]=1)=[O:35])[CH2:27][CH3:28], predict the reactants needed to synthesize it. (2) Given the product [F:6][C:7]1[CH:8]=[CH:9][C:10]([C:13]2[C:17](/[CH:18]=[CH:19]/[C:20]3[S:21][C:22]([C:25]([OH:27])=[O:26])=[CH:23][N:24]=3)=[C:16]([CH3:29])[O:15][N:14]=2)=[N:11][CH:12]=1, predict the reactants needed to synthesize it. The reactants are: S(=O)(=O)(O)O.[F:6][C:7]1[CH:8]=[CH:9][C:10]([C:13]2[C:17]([CH:18](O)[CH2:19][C:20]3[S:21][C:22]([C:25]([OH:27])=[O:26])=[CH:23][N:24]=3)=[C:16]([CH3:29])[O:15][N:14]=2)=[N:11][CH:12]=1. (3) Given the product [CH3:12][C:3]1[C:2]([Sn:14]([CH3:20])([CH3:19])[CH3:13])=[CH:7][N:6]=[C:5]([C:8]([OH:11])([CH3:10])[CH3:9])[CH:4]=1, predict the reactants needed to synthesize it. The reactants are: Br[C:2]1[C:3]([CH3:12])=[CH:4][C:5]([C:8]([OH:11])([CH3:10])[CH3:9])=[N:6][CH:7]=1.[CH3:13][Sn:14]([CH3:20])([CH3:19])[Sn:14]([CH3:20])([CH3:19])[CH3:13]. (4) Given the product [Cl:1][C:2]1[CH:10]=[CH:9][C:8]([C:11]2[C:12]([C@@H:23]([NH:33][C:34](=[O:40])[O:35][C:36]([CH3:39])([CH3:38])[CH3:37])[CH2:24][C:25]3[CH:30]=[C:29]([F:31])[CH:28]=[C:27]([F:32])[CH:26]=3)=[N:13][C:14]([C:17]#[C:18][C:19]([OH:22])([CH3:20])[CH3:21])=[C:15]([NH:50][CH3:49])[CH:16]=2)=[C:7]2[C:3]=1[C:4]([NH:42][S:43]([CH3:46])(=[O:45])=[O:44])=[N:5][N:6]2[CH3:41], predict the reactants needed to synthesize it. The reactants are: [Cl:1][C:2]1[CH:10]=[CH:9][C:8]([C:11]2[C:12]([C@@H:23]([NH:33][C:34](=[O:40])[O:35][C:36]([CH3:39])([CH3:38])[CH3:37])[CH2:24][C:25]3[CH:30]=[C:29]([F:31])[CH:28]=[C:27]([F:32])[CH:26]=3)=[N:13][C:14]([C:17]#[C:18][C:19]([OH:22])([CH3:21])[CH3:20])=[CH:15][CH:16]=2)=[C:7]2[C:3]=1[C:4]([NH:42][S:43]([CH3:46])(=[O:45])=[O:44])=[N:5][N:6]2[CH3:41].BrC1[C:49]([C@@H](NC(=O)OC(C)(C)C)CC2C=C(F)C=C(F)C=2)=[N:50]C(C#CC(O)(C)C)=C(NC)C=1.ClC1C=CC(B2OC(C)(C)C(C)(C)O2)=C2C=1C(NS(C)(=O)=O)=NN2C. (5) Given the product [Br:1][C:2]1[CH:7]=[CH:6][C:5]([C:8]2[N:9]([CH3:20])[C:10]3[CH:16]=[CH:15][CH:14]=[CH:13][C:11]=3[N:12]=2)=[C:4]([F:17])[CH:3]=1, predict the reactants needed to synthesize it. The reactants are: [Br:1][C:2]1[CH:7]=[CH:6][C:5]([C:8]2[NH:12][C:11]3[CH:13]=[CH:14][CH:15]=[CH:16][C:10]=3[N:9]=2)=[C:4]([F:17])[CH:3]=1.[OH-].[K+].[C:20](OCC)(=O)C.